This data is from Orexin1 receptor HTS with 218,158 compounds and 233 confirmed actives. The task is: Binary Classification. Given a drug SMILES string, predict its activity (active/inactive) in a high-throughput screening assay against a specified biological target. (1) The molecule is o1c(c(nc1c1ccccc1)COC(=O)c1occc1)COC(=O)c1occc1. The result is 0 (inactive). (2) The compound is O=C(N\N=C\c1nn(cc1c1ccccc1)c1ccccc1)c1ccncc1. The result is 0 (inactive). (3) The compound is S(=O)(=O)(NCCCC(O)=O)c1c(OC)c(OC)cc(c1)/C=C\C(O)=O. The result is 0 (inactive). (4) The compound is S(=O)(=O)(N1CCC(CC1)C(=O)N1CCN(C2CCCCC2)CC1)c1c2ncccc2ccc1. The result is 0 (inactive). (5) The molecule is Clc1c(c(Cl)ccc1)/C=N\N=C(\N)N. The result is 0 (inactive). (6) The compound is Clc1cc(F)c(NC(=O)CC(NC(=O)C(F)(F)F)c2ccc(OC)cc2)cc1. The result is 0 (inactive).